This data is from Reaction yield outcomes from USPTO patents with 853,638 reactions. The task is: Predict the reaction yield, written as a fraction of the theoretical maximum amount of product (1.0 means a 100% yield; for example, 0.34 means a 34% yield). The reactants are [Br:1][C:2]1[CH:7]=[CH:6][C:5]([NH:8][C:9]([C:11]2[N:12](COCC[Si](C)(C)C)[CH:13]=[C:14]([C:16]#[N:17])[N:15]=2)=[O:10])=[C:4]([C:26]2[CH2:31][CH2:30][C:29]([CH3:33])([CH3:32])[CH2:28][CH:27]=2)[CH:3]=1.CCO.C(O)(C(F)(F)F)=O. The catalyst is C(Cl)Cl. The product is [Br:1][C:2]1[CH:7]=[CH:6][C:5]([NH:8][C:9]([C:11]2[NH:12][CH:13]=[C:14]([C:16]#[N:17])[N:15]=2)=[O:10])=[C:4]([C:26]2[CH2:31][CH2:30][C:29]([CH3:33])([CH3:32])[CH2:28][CH:27]=2)[CH:3]=1. The yield is 0.950.